This data is from NCI-60 drug combinations with 297,098 pairs across 59 cell lines. The task is: Regression. Given two drug SMILES strings and cell line genomic features, predict the synergy score measuring deviation from expected non-interaction effect. (1) Drug 1: CCC(=C(C1=CC=CC=C1)C2=CC=C(C=C2)OCCN(C)C)C3=CC=CC=C3.C(C(=O)O)C(CC(=O)O)(C(=O)O)O. Drug 2: C1=CC=C(C(=C1)C(C2=CC=C(C=C2)Cl)C(Cl)Cl)Cl. Cell line: HCT-15. Synergy scores: CSS=11.8, Synergy_ZIP=1.05, Synergy_Bliss=0.0663, Synergy_Loewe=-3.43, Synergy_HSA=-0.751. (2) Drug 1: CN(C)C1=NC(=NC(=N1)N(C)C)N(C)C. Drug 2: C1=CN(C=N1)CC(O)(P(=O)(O)O)P(=O)(O)O. Cell line: SK-MEL-5. Synergy scores: CSS=-3.25, Synergy_ZIP=1.01, Synergy_Bliss=-1.61, Synergy_Loewe=-15.0, Synergy_HSA=-6.97. (3) Drug 1: C1=CC=C(C=C1)NC(=O)CCCCCCC(=O)NO. Drug 2: C1=NC2=C(N1)C(=S)N=CN2. Cell line: T-47D. Synergy scores: CSS=4.19, Synergy_ZIP=-3.15, Synergy_Bliss=1.77, Synergy_Loewe=-16.8, Synergy_HSA=-3.27. (4) Drug 1: CC1=C(C=C(C=C1)NC2=NC=CC(=N2)N(C)C3=CC4=NN(C(=C4C=C3)C)C)S(=O)(=O)N.Cl. Drug 2: C(=O)(N)NO. Cell line: RXF 393. Synergy scores: CSS=11.0, Synergy_ZIP=-1.17, Synergy_Bliss=2.08, Synergy_Loewe=5.44, Synergy_HSA=5.66. (5) Drug 1: CCN(CC)CCNC(=O)C1=C(NC(=C1C)C=C2C3=C(C=CC(=C3)F)NC2=O)C. Drug 2: B(C(CC(C)C)NC(=O)C(CC1=CC=CC=C1)NC(=O)C2=NC=CN=C2)(O)O. Cell line: HCT116. Synergy scores: CSS=70.5, Synergy_ZIP=2.25, Synergy_Bliss=1.42, Synergy_Loewe=-10.2, Synergy_HSA=2.88. (6) Drug 1: CCCS(=O)(=O)NC1=C(C(=C(C=C1)F)C(=O)C2=CNC3=C2C=C(C=N3)C4=CC=C(C=C4)Cl)F. Drug 2: C1C(C(OC1N2C=NC(=NC2=O)N)CO)O. Cell line: U251. Synergy scores: CSS=3.42, Synergy_ZIP=-1.63, Synergy_Bliss=-2.86, Synergy_Loewe=-4.51, Synergy_HSA=-3.78. (7) Drug 1: CC1C(C(=O)NC(C(=O)N2CCCC2C(=O)N(CC(=O)N(C(C(=O)O1)C(C)C)C)C)C(C)C)NC(=O)C3=C4C(=C(C=C3)C)OC5=C(C(=O)C(=C(C5=N4)C(=O)NC6C(OC(=O)C(N(C(=O)CN(C(=O)C7CCCN7C(=O)C(NC6=O)C(C)C)C)C)C(C)C)C)N)C. Drug 2: CC1C(C(CC(O1)OC2CC(CC3=C2C(=C4C(=C3O)C(=O)C5=C(C4=O)C(=CC=C5)OC)O)(C(=O)CO)O)N)O.Cl. Cell line: M14. Synergy scores: CSS=31.7, Synergy_ZIP=0.973, Synergy_Bliss=4.35, Synergy_Loewe=5.14, Synergy_HSA=4.36. (8) Drug 2: C1=CN(C=N1)CC(O)(P(=O)(O)O)P(=O)(O)O. Synergy scores: CSS=14.8, Synergy_ZIP=4.28, Synergy_Bliss=3.30, Synergy_Loewe=2.74, Synergy_HSA=5.43. Cell line: OVCAR-4. Drug 1: CN1CCC(CC1)COC2=C(C=C3C(=C2)N=CN=C3NC4=C(C=C(C=C4)Br)F)OC. (9) Drug 1: CCC1(CC2CC(C3=C(CCN(C2)C1)C4=CC=CC=C4N3)(C5=C(C=C6C(=C5)C78CCN9C7C(C=CC9)(C(C(C8N6C)(C(=O)OC)O)OC(=O)C)CC)OC)C(=O)OC)O.OS(=O)(=O)O. Drug 2: CC(C)(C#N)C1=CC(=CC(=C1)CN2C=NC=N2)C(C)(C)C#N. Cell line: A549. Synergy scores: CSS=4.93, Synergy_ZIP=1.46, Synergy_Bliss=5.50, Synergy_Loewe=1.95, Synergy_HSA=3.22. (10) Drug 1: CC1=C(N=C(N=C1N)C(CC(=O)N)NCC(C(=O)N)N)C(=O)NC(C(C2=CN=CN2)OC3C(C(C(C(O3)CO)O)O)OC4C(C(C(C(O4)CO)O)OC(=O)N)O)C(=O)NC(C)C(C(C)C(=O)NC(C(C)O)C(=O)NCCC5=NC(=CS5)C6=NC(=CS6)C(=O)NCCC[S+](C)C)O. Drug 2: COCCOC1=C(C=C2C(=C1)C(=NC=N2)NC3=CC=CC(=C3)C#C)OCCOC.Cl. Cell line: OVCAR-5. Synergy scores: CSS=38.2, Synergy_ZIP=-1.10, Synergy_Bliss=1.44, Synergy_Loewe=-4.15, Synergy_HSA=4.63.